This data is from Forward reaction prediction with 1.9M reactions from USPTO patents (1976-2016). The task is: Predict the product of the given reaction. (1) The product is: [CH2:8]([C:13]1[CH:14]=[C:15]2[C:19](=[CH:20][CH:21]=1)[NH:18][C:17](=[O:22])[CH2:16]2)[CH2:9][CH2:10][CH3:11]. Given the reactants C([SiH](CC)CC)C.[C:8]([C:13]1[CH:14]=[C:15]2[C:19](=[CH:20][CH:21]=1)[NH:18][C:17](=[O:22])[CH2:16]2)(=O)[CH2:9][CH2:10][CH3:11], predict the reaction product. (2) Given the reactants [Cl:1][C:2]1[CH:7]=[CH:6][CH:5]=[CH:4][C:3]=1[CH:8]=[CH:9][C:10]([NH:12][C@H:13]([C:23]([O:25]C)=[O:24])[CH2:14][C:15]1[CH:20]=[CH:19][C:18]([O:21][CH3:22])=[CH:17][CH:16]=1)=[O:11].[OH-].[Na+], predict the reaction product. The product is: [Cl:1][C:2]1[CH:7]=[CH:6][CH:5]=[CH:4][C:3]=1[CH:8]=[CH:9][C:10]([NH:12][C@H:13]([C:23]([OH:25])=[O:24])[CH2:14][C:15]1[CH:16]=[CH:17][C:18]([O:21][CH3:22])=[CH:19][CH:20]=1)=[O:11]. (3) The product is: [Cl:1][C:2]1[N:7]=[C:6]([C:8]([O:10][CH2:11][CH3:12])=[O:9])[C:5]([NH:18][CH2:17][CH2:16][O:15][CH3:14])=[CH:4][N:3]=1. Given the reactants [Cl:1][C:2]1[N:7]=[C:6]([C:8]([O:10][CH2:11][CH3:12])=[O:9])[C:5](F)=[CH:4][N:3]=1.[CH3:14][O:15][CH2:16][CH2:17][NH2:18], predict the reaction product. (4) Given the reactants [OH-].[Na+].[Cl:3][C:4]1[CH:9]=[CH:8][CH:7]=[C:6]([Cl:10])[C:5]=1[C:11]1[C:15]([CH2:16][O:17][C:18]2[CH:23]=[CH:22][C:21]([C:24]3[CH:25]=[C:26]4[C:31](=[CH:32][CH:33]=3)[N:30]=[C:29]([C:34]([O:36]CC)=[O:35])[C:28]([CH3:39])=[CH:27]4)=[CH:20][CH:19]=2)=[C:14]([CH:40]([CH3:42])[CH3:41])[O:13][N:12]=1.Cl.O, predict the reaction product. The product is: [Cl:10][C:6]1[CH:7]=[CH:8][CH:9]=[C:4]([Cl:3])[C:5]=1[C:11]1[C:15]([CH2:16][O:17][C:18]2[CH:23]=[CH:22][C:21]([C:24]3[CH:25]=[C:26]4[C:31](=[CH:32][CH:33]=3)[N:30]=[C:29]([C:34]([OH:36])=[O:35])[C:28]([CH3:39])=[CH:27]4)=[CH:20][CH:19]=2)=[C:14]([CH:40]([CH3:42])[CH3:41])[O:13][N:12]=1. (5) Given the reactants CCCCCC.[C:7]([O:17][C:18](=[C:20]([F:22])[F:21])[F:19])([C:10]([C:13]([F:16])([F:15])[F:14])([F:12])[F:11])([F:9])[F:8].[OH:23][CH2:24][CH2:25][CH2:26][CH2:27][CH:28]=[CH2:29].[OH-].[Na+], predict the reaction product. The product is: [C:7]([O:17][CH:18]([C:20]([O:23][CH2:24][CH2:25][CH2:26][CH2:27][CH:28]=[CH2:29])([F:21])[F:22])[F:19])([C:10]([C:13]([F:16])([F:15])[F:14])([F:12])[F:11])([F:9])[F:8]. (6) Given the reactants F[C:2]1[CH:7]=[CH:6][CH:5]=[CH:4][C:3]=1[CH:8]([NH:12][C:13]([O:15][CH3:16])=[O:14])[C:9]([OH:11])=[O:10].N[C:18](C1C=CC=CC=1)(C)C(O)=O, predict the reaction product. The product is: [CH3:16][O:15][C:13]([NH:12][C:8]([C:3]1[CH:4]=[CH:5][CH:6]=[CH:7][CH:2]=1)([CH3:18])[C:9]([OH:11])=[O:10])=[O:14]. (7) Given the reactants [CH2:1]([CH:3]([C:6]1[CH:11]=[CH:10][C:9]([S:12](=[O:16])(=[O:15])[NH:13][CH3:14])=[CH:8][CH:7]=1)[CH:4]=O)[CH3:2].[Cl:17][C:18]1[CH:19]=[C:20]([C:25]2[NH:26][CH:27]=[C:28]([C:36]3[CH2:37][CH2:38][NH:39][CH2:40][CH:41]=3)[C:29]=2[C:30]2[CH:35]=[CH:34][N:33]=[CH:32][CH:31]=2)[CH:21]=[CH:22][C:23]=1[F:24].[ClH:42], predict the reaction product. The product is: [Cl:17][C:18]1[CH:19]=[C:20]([C:25]2[NH:26][CH:27]=[C:28]([C:36]3[CH2:37][CH2:38][N:39]([CH2:4][CH:3]([CH2:1][CH3:2])[C:6]4[CH:11]=[CH:10][C:9]([S:12](=[O:16])(=[O:15])[NH:13][CH3:14])=[CH:8][CH:7]=4)[CH2:40][CH:41]=3)[C:29]=2[C:30]2[CH:31]=[CH:32][N:33]=[CH:34][CH:35]=2)[CH:21]=[CH:22][C:23]=1[F:24].[ClH:42].[Cl:17][C:18]1[CH:19]=[C:20]([C:25]2[NH:26][CH:27]=[C:28]([C:36]3[CH2:37][CH2:38][N:39]([CH2:4][CH:3]([CH2:1][CH3:2])[C:6]4[CH:11]=[CH:10][C:9]([S:12](=[O:16])(=[O:15])[NH:13][CH3:14])=[CH:8][CH:7]=4)[CH2:40][CH:41]=3)[C:29]=2[C:30]2[CH:31]=[CH:32][N:33]=[CH:34][CH:35]=2)[CH:21]=[CH:22][C:23]=1[F:24]. (8) Given the reactants C[O:2][C:3](=[O:29])[C:4]1[CH:9]=[CH:8][C:7]([N:10]2[C:15]([CH3:16])=[CH:14][C:13]([O:17][C:18]([F:26])([F:25])[C:19]3[CH:24]=[CH:23][CH:22]=[CH:21][CH:20]=3)=[C:12]([Br:27])[C:11]2=[O:28])=[CH:6][CH:5]=1.C[Si](C)(C)[O-].[K+], predict the reaction product. The product is: [Br:27][C:12]1[C:11](=[O:28])[N:10]([C:7]2[CH:6]=[CH:5][C:4]([C:3]([OH:29])=[O:2])=[CH:9][CH:8]=2)[C:15]([CH3:16])=[CH:14][C:13]=1[O:17][C:18]([F:26])([F:25])[C:19]1[CH:20]=[CH:21][CH:22]=[CH:23][CH:24]=1. (9) The product is: [Cl:1][C:2]1[C:18]([NH2:19])=[C:17]([F:22])[CH:16]=[CH:15][C:3]=1[C:4]([NH:6][S:7]([N:10]([CH:12]([CH3:14])[CH3:13])[CH3:11])(=[O:9])=[O:8])=[O:5]. Given the reactants [Cl:1][C:2]1[C:18]([N+:19]([O-])=O)=[C:17]([F:22])[CH:16]=[CH:15][C:3]=1[C:4]([NH:6][S:7]([N:10]([CH:12]([CH3:14])[CH3:13])[CH3:11])(=[O:9])=[O:8])=[O:5].CC/C=C/C=C\CCCCCCCCOC(C)=O.[H][H], predict the reaction product. (10) Given the reactants C(OC)(=O)C#C.[Br:7][C:8]1[CH:16]=[CH:15][C:14]([C:17]([NH2:19])=[O:18])=[C:13]2[C:9]=1[C:10]([CH2:20]N(C)C)=[CH:11][NH:12]2.[N+:24]([CH2:27][C:28]([O:30][CH2:31][CH3:32])=[O:29])([O-:26])=[O:25], predict the reaction product. The product is: [Br:7][C:8]1[CH:16]=[CH:15][C:14]([C:17](=[O:18])[NH2:19])=[C:13]2[C:9]=1[C:10]([CH2:20][CH:27]([N+:24]([O-:26])=[O:25])[C:28]([O:30][CH2:31][CH3:32])=[O:29])=[CH:11][NH:12]2.